Dataset: Full USPTO retrosynthesis dataset with 1.9M reactions from patents (1976-2016). Task: Predict the reactants needed to synthesize the given product. (1) The reactants are: [O:1]1[CH2:6][CH2:5][CH:4]([C:7]([OH:9])=O)[CH2:3][CH2:2]1.CN(C(ON1N=NC2C=CC=NC1=2)=[N+](C)C)C.F[P-](F)(F)(F)(F)F.[CH2:34]([C@@H:36]1[NH:42][CH2:41][C:40]2[CH:43]=[CH:44][C:45]([C:47]([O:49][CH3:50])=[O:48])=[CH:46][C:39]=2[O:38][CH2:37]1)[CH3:35].CCN(C(C)C)C(C)C. Given the product [CH2:34]([C@@H:36]1[N:42]([C:7]([CH:4]2[CH2:3][CH2:2][O:1][CH2:6][CH2:5]2)=[O:9])[CH2:41][C:40]2[CH:43]=[CH:44][C:45]([C:47]([O:49][CH3:50])=[O:48])=[CH:46][C:39]=2[O:38][CH2:37]1)[CH3:35], predict the reactants needed to synthesize it. (2) Given the product [CH2:19]([O:21][C:22]([C:24]1[S:28][C:27]2=[C:29]([C:4]([C:5]3[CH:6]=[N:7][CH:8]=[CH:9][CH:10]=3)=[O:11])[N:30]=[CH:31][N:26]2[CH:25]=1)=[O:23])[CH3:20], predict the reactants needed to synthesize it. The reactants are: C(N(CC)[C:4](=[O:11])[C:5]1[CH:10]=[CH:9][CH:8]=[N:7][CH:6]=1)C.P(Cl)(Cl)(Cl)=O.[CH2:19]([O:21][C:22]([C:24]1[S:28][C:27]2=[CH:29][N:30]=[CH:31][N:26]2[CH:25]=1)=[O:23])[CH3:20].C(=O)([O-])O.[Na+]. (3) Given the product [CH2:1]([O:3][C:4]([C:6]1[NH:7][CH:8]=[C:9]([C:20](=[O:21])[CH2:19][C:15]2[CH:16]=[CH:17][CH:18]=[C:13]([F:12])[CH:14]=2)[C:10]=1[CH3:11])=[O:5])[CH3:2], predict the reactants needed to synthesize it. The reactants are: [CH2:1]([O:3][C:4]([C:6]1[NH:7][CH:8]=[CH:9][C:10]=1[CH3:11])=[O:5])[CH3:2].[F:12][C:13]1[CH:14]=[C:15]([CH2:19][C:20](Cl)=[O:21])[CH:16]=[CH:17][CH:18]=1. (4) Given the product [C:1]([O:5][C:6]([N:8]1[CH2:9][CH2:10][CH:11]([C:14]2[CH:19]=[CH:18][N:17]3[C:20]([CH2:23][CH:24]4[CH2:25][CH2:26]4)=[N:21][N:22]=[C:16]3[C:15]=2[CH3:27])[CH2:12][CH2:13]1)=[O:7])([CH3:4])([CH3:3])[CH3:2], predict the reactants needed to synthesize it. The reactants are: [C:1]([O:5][C:6]([N:8]1[CH2:13][CH:12]=[C:11]([C:14]2[CH:19]=[CH:18][N:17]3[C:20]([CH2:23][CH:24]4[CH2:26][CH2:25]4)=[N:21][N:22]=[C:16]3[C:15]=2[CH3:27])[CH2:10][CH2:9]1)=[O:7])([CH3:4])([CH3:3])[CH3:2].